This data is from NCI-60 drug combinations with 297,098 pairs across 59 cell lines. The task is: Regression. Given two drug SMILES strings and cell line genomic features, predict the synergy score measuring deviation from expected non-interaction effect. Drug 1: CCC1=CC2CC(C3=C(CN(C2)C1)C4=CC=CC=C4N3)(C5=C(C=C6C(=C5)C78CCN9C7C(C=CC9)(C(C(C8N6C)(C(=O)OC)O)OC(=O)C)CC)OC)C(=O)OC.C(C(C(=O)O)O)(C(=O)O)O. Drug 2: COCCOC1=C(C=C2C(=C1)C(=NC=N2)NC3=CC=CC(=C3)C#C)OCCOC.Cl. Cell line: UO-31. Synergy scores: CSS=15.9, Synergy_ZIP=-3.23, Synergy_Bliss=0.0839, Synergy_Loewe=3.59, Synergy_HSA=4.50.